Dataset: Forward reaction prediction with 1.9M reactions from USPTO patents (1976-2016). Task: Predict the product of the given reaction. (1) Given the reactants [Cl:1][C:2]1[N:11]=[C:10](Cl)[C:9]2[C:4](=[CH:5][C:6]([O:13][CH3:14])=[CH:7][CH:8]=2)[N:3]=1.[C:15]([NH:18][C@H:19]1[CH2:23][CH2:22][NH:21][CH2:20]1)(=[O:17])[CH3:16], predict the reaction product. The product is: [Cl:1][C:2]1[N:11]=[C:10]([N:21]2[CH2:22][CH2:23][C@H:19]([NH:18][C:15](=[O:17])[CH3:16])[CH2:20]2)[C:9]2[C:4](=[CH:5][C:6]([O:13][CH3:14])=[CH:7][CH:8]=2)[N:3]=1. (2) Given the reactants [CH2:1]([N:3]1[C:7](C)=[C:6]([C:9]2[S:17][C:16]3[C:11](=[N:12][CH:13]=[CH:14][C:15]=3[O:18][C:19]3[CH:24]=[CH:23][C:22]([NH:25][C:26]([NH:28][C:29](=[O:39])[CH2:30][C:31]4[CH:36]=[CH:35][CH:34]=[CH:33][C:32]=4[O:37][CH3:38])=[S:27])=[CH:21][C:20]=3[F:40])[CH:10]=2)[N:5]=[CH:4]1)[CH3:2].FC1C=C(N)C=C[C:47]=1[O:48]C1C=CN=C2C=C(C3N=CN(CCOC)C=3)SC=12.COC1C=CC=CC=1CC(N=C=S)=O, predict the reaction product. The product is: [F:40][C:20]1[CH:21]=[C:22]([NH:25][C:26]([NH:28][C:29](=[O:39])[CH2:30][C:31]2[CH:36]=[CH:35][CH:34]=[CH:33][C:32]=2[O:37][CH3:38])=[S:27])[CH:23]=[CH:24][C:19]=1[O:18][C:15]1[CH:14]=[CH:13][N:12]=[C:11]2[CH:10]=[C:9]([C:6]3[N:5]=[CH:4][N:3]([CH2:1][CH2:2][O:48][CH3:47])[CH:7]=3)[S:17][C:16]=12. (3) Given the reactants [Cl:1][C:2]1[CH:7]=[CH:6][C:5]([SH:8])=[CH:4][CH:3]=1.[H-].[Na+].I[C:12]1[CH:13]=[N:14][N:15]([CH:17]2[CH2:22][CH2:21][CH2:20][CH2:19][O:18]2)[CH:16]=1.CCOC(C)=O, predict the reaction product. The product is: [Cl:1][C:2]1[CH:7]=[CH:6][C:5]([S:8][C:12]2[CH:13]=[N:14][N:15]([CH:17]3[CH2:22][CH2:21][CH2:20][CH2:19][O:18]3)[CH:16]=2)=[CH:4][CH:3]=1. (4) Given the reactants Br[C:2]1[CH:3]=[C:4]([C:14]([NH:16][CH2:17][C:18]2[C:19](=[O:26])[NH:20][C:21]([CH3:25])=[CH:22][C:23]=2[CH3:24])=[O:15])[C:5]2[CH:10]=[N:9][N:8]([CH:11]([CH3:13])[CH3:12])[C:6]=2[N:7]=1.[CH3:27][N:28]([CH3:50])[CH2:29][CH2:30][CH2:31][NH:32][C:33](=[O:49])[C:34]1[CH:39]=[CH:38][CH:37]=[C:36](B2OC(C)(C)C(C)(C)O2)[CH:35]=1.C([O-])([O-])=O.[Na+].[Na+].CCOC(C)=O, predict the reaction product. The product is: [CH3:24][C:23]1[CH:22]=[C:21]([CH3:25])[NH:20][C:19](=[O:26])[C:18]=1[CH2:17][NH:16][C:14]([C:4]1[C:5]2[CH:10]=[N:9][N:8]([CH:11]([CH3:13])[CH3:12])[C:6]=2[N:7]=[C:2]([C:36]2[CH:37]=[CH:38][CH:39]=[C:34]([C:33](=[O:49])[NH:32][CH2:31][CH2:30][CH2:29][N:28]([CH3:50])[CH3:27])[CH:35]=2)[CH:3]=1)=[O:15]. (5) Given the reactants [NH2:1][C@H:2]([C@@H:5]([OH:7])[CH3:6])[CH2:3][OH:4].[Cl:8][C:9]1[S:13][C:12]([S:14](Cl)(=[O:16])=[O:15])=[CH:11][CH:10]=1, predict the reaction product. The product is: [Cl:8][C:9]1[S:13][C:12]([S:14]([NH:1][C@H:2]([C@@H:5]([OH:7])[CH3:6])[CH2:3][OH:4])(=[O:16])=[O:15])=[CH:11][CH:10]=1. (6) Given the reactants [CH3:1][O:2][C:3]1[CH:8]=[CH:7][NH:6][C:5](=[O:9])[C:4]=1[C:10]([O:12][CH3:13])=[O:11].[H-].[Na+].[C:16]1([CH:22](Br)[C:23]2[CH:28]=[CH:27][CH:26]=[CH:25][CH:24]=2)[CH:21]=[CH:20][CH:19]=[CH:18][CH:17]=1, predict the reaction product. The product is: [C:16]1([CH:22]([C:23]2[CH:24]=[CH:25][CH:26]=[CH:27][CH:28]=2)[N:6]2[CH:7]=[CH:8][C:3]([O:2][CH3:1])=[C:4]([C:10]([O:12][CH3:13])=[O:11])[C:5]2=[O:9])[CH:21]=[CH:20][CH:19]=[CH:18][CH:17]=1. (7) Given the reactants Cl[C:2]1[C:3]2[C:10]([CH3:11])=[CH:9][NH:8][C:4]=2[N:5]=[CH:6][N:7]=1.[C:12]([O:16][C:17](=[O:26])[NH:18][C:19]1([CH2:24][OH:25])[CH2:23][CH2:22][NH:21][CH2:20]1)([CH3:15])([CH3:14])[CH3:13], predict the reaction product. The product is: [OH:25][CH2:24][C:19]1([NH:18][C:17](=[O:26])[O:16][C:12]([CH3:14])([CH3:13])[CH3:15])[CH2:23][CH2:22][N:21]([C:2]2[C:3]3[C:10]([CH3:11])=[CH:9][NH:8][C:4]=3[N:5]=[CH:6][N:7]=2)[CH2:20]1. (8) Given the reactants [H][H].[C:3]1([C:9]([CH2:11][C:12]([C:15]2[CH:20]=[CH:19][CH:18]=[CH:17][CH:16]=2)([CH3:14])[CH3:13])=[CH2:10])[CH:8]=[CH:7][CH:6]=[CH:5][CH:4]=1, predict the reaction product. The product is: [C:15]1([C:12]([CH3:14])([CH2:11][CH:9]([C:3]2[CH:4]=[CH:5][CH:6]=[CH:7][CH:8]=2)[CH3:10])[CH3:13])[CH:20]=[CH:19][CH:18]=[CH:17][CH:16]=1. (9) Given the reactants [O:1]1[CH2:5][CH2:4][O:3][CH:2]1[CH2:6][CH2:7][CH2:8][CH2:9][CH2:10][CH2:11][CH2:12][CH2:13][O:14][C:15]1[CH:16]=[C:17]([CH:21](C2C=CC=CC=2)[NH2:22])[CH:18]=[CH:19][CH:20]=1.[C:29](Cl)(=[O:39])[O:30][C@@H:31]1[CH:36]2[CH2:37][CH2:38][N:33]([CH2:34][CH2:35]2)[CH2:32]1.O, predict the reaction product. The product is: [N:33]12[CH2:38][CH2:37][CH:36]([CH2:35][CH2:34]1)[C@@H:31]([O:30][C:29](=[O:39])[N:22]([C:15]1[CH:16]=[CH:17][CH:18]=[CH:19][CH:20]=1)[CH2:21][C:17]1[CH:18]=[CH:19][CH:20]=[C:15]([O:14][CH2:13][CH2:12][CH2:11][CH2:10][CH2:9][CH2:8][CH2:7][CH2:6][CH:2]3[O:1][CH2:5][CH2:4][O:3]3)[CH:16]=1)[CH2:32]2. (10) Given the reactants C([Cl:4])(=O)C.[N:5]1([C:10]([CH:12]2[CH2:29][CH2:28][C:15]3([CH2:20][CH2:19][N:18](C(OC(C)(C)C)=O)[CH2:17][CH2:16]3)[CH2:14][CH2:13]2)=[O:11])[CH2:9][CH2:8][CH2:7][CH2:6]1, predict the reaction product. The product is: [ClH:4].[N:5]1([C:10]([CH:12]2[CH2:13][CH2:14][C:15]3([CH2:16][CH2:17][NH:18][CH2:19][CH2:20]3)[CH2:28][CH2:29]2)=[O:11])[CH2:6][CH2:7][CH2:8][CH2:9]1.